This data is from Full USPTO retrosynthesis dataset with 1.9M reactions from patents (1976-2016). The task is: Predict the reactants needed to synthesize the given product. (1) The reactants are: [CH:1]([N:4]([C:18]1[CH:19]=[C:20]([CH:24]=[CH:25][CH:26]=1)[C:21]([OH:23])=O)[S:5]([C:8]1[CH:13]=[CH:12][CH:11]=[C:10]([C:14]([F:17])([F:16])[F:15])[CH:9]=1)(=[O:7])=[O:6])([CH3:3])[CH3:2].O.ON1C2C=CC=CC=2N=N1.CN(C)CCCN=C=NCC.[CH2:49]1[NH:54][CH2:53][CH2:52][N:51]2[CH2:55][CH2:56][CH2:57][C@H:50]12. Given the product [CH2:49]1[N:54]([C:21]([C:20]2[CH:19]=[C:18]([N:4]([CH:1]([CH3:3])[CH3:2])[S:5]([C:8]3[CH:13]=[CH:12][CH:11]=[C:10]([C:14]([F:17])([F:15])[F:16])[CH:9]=3)(=[O:7])=[O:6])[CH:26]=[CH:25][CH:24]=2)=[O:23])[CH2:53][CH2:52][N:51]2[CH2:55][CH2:56][CH2:57][C@H:50]12, predict the reactants needed to synthesize it. (2) Given the product [C:36]([O:35][C:33]([N:17]([CH2:16][CH2:15][CH2:14][N:13]1[C:12]([C:24]2[CH:29]=[CH:28][C:27]([F:30])=[CH:26][CH:25]=2)=[CH:11][S:10][C:9]1=[N:8][C:5]1[CH:6]=[CH:7][C:2]([Cl:1])=[CH:3][C:4]=1[O:31][CH3:32])[CH2:18][C:19]([O:21][CH2:22][CH3:23])=[O:20])=[O:34])([CH3:39])([CH3:38])[CH3:37], predict the reactants needed to synthesize it. The reactants are: [Cl:1][C:2]1[CH:7]=[CH:6][C:5]([N:8]=[C:9]2[N:13]([CH2:14][CH2:15][CH2:16][NH:17][CH2:18][C:19]([O:21][CH2:22][CH3:23])=[O:20])[C:12]([C:24]3[CH:29]=[CH:28][C:27]([F:30])=[CH:26][CH:25]=3)=[CH:11][S:10]2)=[C:4]([O:31][CH3:32])[CH:3]=1.[C:33](O[C:33]([O:35][C:36]([CH3:39])([CH3:38])[CH3:37])=[O:34])([O:35][C:36]([CH3:39])([CH3:38])[CH3:37])=[O:34]. (3) Given the product [Br:1][C:2]1[CH:7]=[CH:6][CH:5]=[C:4]([F:8])[C:3]=1[CH:32]=[O:33], predict the reactants needed to synthesize it. The reactants are: [Br:1][C:2]1[CH:7]=[CH:6][CH:5]=[C:4]([F:8])[CH:3]=1.C([N-]C(C)C)(C)C.[Li+].[Li+].CCC[CH2-].C(NC(C)C)(C)C.Cl.C1C[O:33][CH2:32]C1. (4) Given the product [F:67][C:66]1[CH:65]=[C:64]([NH:68][S:69]([CH3:72])(=[O:71])=[O:70])[C:63]([CH3:73])=[CH:62][C:61]=1[C@H:59]([NH:58][C:16]([C:13]1[CH:14]=[C:15]2[C:10](=[CH:11][CH:12]=1)[N:9]=[C:8]([C:19]([F:20])([F:21])[F:22])[CH:7]=[C:6]2[N:4]1[CH2:5][C:2]([F:23])([F:1])[CH2:3]1)=[O:18])[CH3:60], predict the reactants needed to synthesize it. The reactants are: [F:1][C:2]1([F:23])[CH2:5][N:4]([C:6]2[C:15]3[C:10](=[CH:11][CH:12]=[C:13]([C:16]([OH:18])=O)[CH:14]=3)[N:9]=[C:8]([C:19]([F:22])([F:21])[F:20])[CH:7]=2)[CH2:3]1.F[P-](F)(F)(F)(F)F.C[N+](C)=C(N(C)C)ON1C2N=CC=CC=2N=N1.C(N(CC)C(C)C)(C)C.Cl.[NH2:58][C@@H:59]([C:61]1[C:66]([F:67])=[CH:65][C:64]([NH:68][S:69]([CH3:72])(=[O:71])=[O:70])=[C:63]([CH3:73])[CH:62]=1)[CH3:60].C([O-])(O)=O.[Na+]. (5) Given the product [Cl:1][C:2]1[CH:8]=[CH:7][C:5]([NH:6][C:25](=[O:26])[C:24]2[CH:23]=[CH:22][C:21]([S:18]([CH2:17][C@H:16]([OH:15])[CH3:30])(=[O:20])=[O:19])=[CH:29][CH:28]=2)=[CH:4][C:3]=1[C:9]1[CH:14]=[CH:13][CH:12]=[CH:11][N:10]=1, predict the reactants needed to synthesize it. The reactants are: [Cl:1][C:2]1[CH:8]=[CH:7][C:5]([NH2:6])=[CH:4][C:3]=1[C:9]1[CH:14]=[CH:13][CH:12]=[CH:11][N:10]=1.[OH:15][C@H:16]([CH3:30])[CH2:17][S:18]([C:21]1[CH:29]=[CH:28][C:24]([C:25](O)=[O:26])=[CH:23][CH:22]=1)(=[O:20])=[O:19]. (6) Given the product [CH2:17]([CH:14]1[CH2:15][O:16][C:11]([CH2:10][C:1]2[CH:6]=[CH:5][CH:4]=[C:3]([CH2:7][C:8]3[O:16][CH2:15][CH:14]([CH2:17][CH3:18])[N:9]=3)[CH:2]=2)=[N:12]1)[CH3:18], predict the reactants needed to synthesize it. The reactants are: [C:1]1([CH2:10][C:11]#[N:12])[CH:6]=[CH:5][CH:4]=[C:3]([CH2:7][C:8]#[N:9])[CH:2]=1.N[CH:14]([CH2:17][CH3:18])[CH2:15][OH:16]. (7) Given the product [Cl:37][C:34]1[CH:33]=[CH:32][C:31]([CH2:30][O:29][C:26]2[CH:25]=[CH:24][C:23]([S:20]([CH:8]3[CH2:7][CH:6]([C:4]([OH:5])=[O:3])[CH2:11][CH2:10][N:9]3[CH2:12][C:13]3[CH:14]=[CH:15][C:16]([CH3:19])=[CH:17][CH:18]=3)(=[O:22])=[O:21])=[CH:28][CH:27]=2)=[CH:36][CH:35]=1, predict the reactants needed to synthesize it. The reactants are: C([O:3][C:4]([CH:6]1[CH2:11][CH2:10][N:9]([CH2:12][C:13]2[CH:18]=[CH:17][C:16]([CH3:19])=[CH:15][CH:14]=2)[CH:8]([S:20]([C:23]2[CH:28]=[CH:27][C:26]([O:29][CH2:30][C:31]3[CH:36]=[CH:35][C:34]([Cl:37])=[CH:33][CH:32]=3)=[CH:25][CH:24]=2)(=[O:22])=[O:21])[CH2:7]1)=[O:5])C.CO.[OH-].[Na+].